This data is from Forward reaction prediction with 1.9M reactions from USPTO patents (1976-2016). The task is: Predict the product of the given reaction. (1) Given the reactants [BH4-].[Na+].[Cl:3][C:4]1[CH:5]=[C:6]([CH:10]([CH3:13])[C:11]#[N:12])[CH:7]=[CH:8][CH:9]=1, predict the reaction product. The product is: [Cl:3][C:4]1[CH:5]=[C:6]([CH:10]([CH3:13])[CH2:11][NH2:12])[CH:7]=[CH:8][CH:9]=1. (2) Given the reactants [CH2:1]([NH:8][CH:9]=[O:10])[C:2]1[CH:7]=[CH:6][CH:5]=[CH:4][CH:3]=1.[S-:11][C:12]#[N:13].[Na+:14], predict the reaction product. The product is: [CH2:1]([NH:8][CH:9]=[O:10])[C:2]1[CH:7]=[CH:6][CH:5]=[CH:4][CH:3]=1.[S-:11][C:12]#[N:13].[Na+:14]. (3) Given the reactants [N:1]1[CH:6]=[CH:5][C:4]([CH2:7][CH2:8][C:9]2[C:17]3[C:12](=[CH:13][CH:14]=[CH:15][CH:16]=3)[NH:11][CH:10]=2)=[CH:3][CH:2]=1.[CH2:18]([C:22]1([N:29]([CH3:31])[CH3:30])[CH2:27][CH2:26][C:25](=O)[CH2:24][CH2:23]1)[CH2:19][CH2:20][CH3:21].FC(F)(F)S(O)(=O)=O, predict the reaction product. The product is: [CH2:18]([C:22]1([N:29]([CH3:31])[CH3:30])[CH2:27][CH2:26][C:25]([C:10]2[NH:11][C:12]3[C:17]([C:9]=2[CH2:8][CH2:7][C:4]2[CH:3]=[CH:2][N:1]=[CH:6][CH:5]=2)=[CH:16][CH:15]=[CH:14][CH:13]=3)([C:10]2[NH:11][C:12]3[C:17]([C:9]=2[CH2:8][CH2:7][C:4]2[CH:5]=[CH:6][N:1]=[CH:2][CH:3]=2)=[CH:16][CH:15]=[CH:14][CH:13]=3)[CH2:24][CH2:23]1)[CH2:19][CH2:20][CH3:21].